Predict the product of the given reaction. From a dataset of Forward reaction prediction with 1.9M reactions from USPTO patents (1976-2016). (1) Given the reactants [C:1](#[N:5])[CH2:2][C:3]#[N:4].C([O-])([O-])=O.[K+].[K+].[NH2:12][C:13]1[C:18]([O:19][CH2:20][CH:21]2[CH2:26][CH2:25][N:24]([C:27]3[N:32]=[C:31](Cl)[N:30]=[C:29]([O:34][CH2:35][C:36]4([C:39]#[N:40])[CH2:38][CH2:37]4)[N:28]=3)[CH2:23][CH2:22]2)=[CH:17][C:16]([C:41]2[N:42]=[CH:43][N:44]([CH3:46])[CH:45]=2)=[CH:15][N:14]=1, predict the reaction product. The product is: [NH2:12][C:13]1[C:18]([O:19][CH2:20][CH:21]2[CH2:26][CH2:25][N:24]([C:27]3[N:28]=[C:29]([O:34][CH2:35][C:36]4([C:39]#[N:40])[CH2:38][CH2:37]4)[N:30]=[C:31]([CH:2]([C:1]#[N:5])[C:3]#[N:4])[N:32]=3)[CH2:23][CH2:22]2)=[CH:17][C:16]([C:41]2[N:42]=[CH:43][N:44]([CH3:46])[CH:45]=2)=[CH:15][N:14]=1. (2) The product is: [CH3:32][N:33]1[CH2:38][CH2:37][N:36]([CH2:2][C:3]2[O:7][C:6]3[C:8]([OH:14])=[C:9]([O:12][CH3:13])[CH:10]=[CH:11][C:5]=3[C:4]=2[C:18](=[O:31])[C:19]2[CH:24]=[C:23]([O:25][CH3:26])[C:22]([O:27][CH3:28])=[C:21]([O:29][CH3:30])[CH:20]=2)[CH2:35][CH2:34]1. Given the reactants Br[CH2:2][C:3]1[O:7][C:6]2[C:8]([O:14]C(=O)C)=[C:9]([O:12][CH3:13])[CH:10]=[CH:11][C:5]=2[C:4]=1[C:18](=[O:31])[C:19]1[CH:24]=[C:23]([O:25][CH3:26])[C:22]([O:27][CH3:28])=[C:21]([O:29][CH3:30])[CH:20]=1.[CH3:32][N:33]1[CH2:38][CH2:37][NH:36][CH2:35][CH2:34]1.CNC, predict the reaction product. (3) Given the reactants [NH2:1][C:2]1[N:7]=[C:6]([N:8]([CH3:15])[C:9]2[CH:14]=[CH:13][CH:12]=[CH:11][CH:10]=2)[N:5]=[C:4]([C:16]2[N:20]=[C:19]([C:21]3[CH:22]=[CH:23][C:24]([C:27](O)=[O:28])=[N:25][CH:26]=3)[O:18][N:17]=2)[N:3]=1.C(Cl)(=O)C(Cl)=O.C[N:37](C=O)C, predict the reaction product. The product is: [NH2:1][C:2]1[N:7]=[C:6]([N:8]([CH3:15])[C:9]2[CH:14]=[CH:13][CH:12]=[CH:11][CH:10]=2)[N:5]=[C:4]([C:16]2[N:20]=[C:19]([C:21]3[CH:22]=[CH:23][C:24]([C:27]([NH2:37])=[O:28])=[N:25][CH:26]=3)[O:18][N:17]=2)[N:3]=1. (4) Given the reactants FC(F)(F)S(O[C:7]1[CH:12]=[CH:11][C:10]([CH:13]2[CH2:24][CH2:23][C:16]3([CH2:18][CH:17]3[C:19]([O:21][CH3:22])=[O:20])[CH2:15][CH2:14]2)=[CH:9][CH:8]=1)(=O)=O.[CH2:27]([NH2:34])[C:28]1[CH:33]=[CH:32][CH:31]=[CH:30][CH:29]=1.C(=O)([O-])[O-].[Cs+].[Cs+].CC(C1C=C(C(C)C)C(C2C=CC=CC=2P(C2CCCCC2)C2CCCCC2)=C(C(C)C)C=1)C, predict the reaction product. The product is: [CH2:27]([NH:34][C:7]1[CH:12]=[CH:11][C:10]([CH:13]2[CH2:24][CH2:23][C:16]3([CH2:18][CH:17]3[C:19]([O:21][CH3:22])=[O:20])[CH2:15][CH2:14]2)=[CH:9][CH:8]=1)[C:28]1[CH:33]=[CH:32][CH:31]=[CH:30][CH:29]=1. (5) Given the reactants [C:1]([N:4]1[CH2:13][CH2:12][C:7]([C:14]#[N:15])([C:8]([O:10][CH3:11])=[O:9])[CH2:6][CH2:5]1)(=[O:3])[CH3:2].N, predict the reaction product. The product is: [C:1]([N:4]1[CH2:13][CH2:12][C:7]([CH2:14][NH2:15])([C:8]([O:10][CH3:11])=[O:9])[CH2:6][CH2:5]1)(=[O:3])[CH3:2]. (6) Given the reactants C(O[C:6]([C:8]1[N:9]=[CH:10][C:11]2[C:16]([C:17]=1[OH:18])=[CH:15][CH:14]=[C:13]([O:19][C:20]1[CH:25]=[CH:24][C:23]([F:26])=[C:22]([F:27])[CH:21]=1)[CH:12]=2)=[O:7])CCC.[NH2:28][C@H:29]([C:31]([OH:33])=[O:32])[CH3:30], predict the reaction product. The product is: [F:27][C:22]1[CH:21]=[C:20]([CH:25]=[CH:24][C:23]=1[F:26])[O:19][C:13]1[CH:12]=[C:11]2[C:16]([C:17]([OH:18])=[C:8]([C:6]([NH:28][CH:29]([CH3:30])[C:31]([OH:33])=[O:32])=[O:7])[N:9]=[CH:10]2)=[CH:15][CH:14]=1. (7) Given the reactants FC(F)(F)C(O)=O.[CH2:8]([O:12][C:13]1[N:21]=[C:20]2[C:16]([N:17]=[C:18]([O:22][CH3:23])[NH:19]2)=[C:15]([NH2:24])[N:14]=1)[CH2:9][CH2:10][CH3:11].C(=O)([O-])[O-].[K+].[K+].CS(O[CH2:36][CH2:37][CH:38]1[CH2:43][CH2:42][CH2:41][O:40][CH2:39]1)(=O)=O.O, predict the reaction product. The product is: [CH2:8]([O:12][C:13]1[N:21]=[C:20]2[C:16]([N:17]=[C:18]([O:22][CH3:23])[N:19]2[CH2:36][CH2:37][CH:38]2[CH2:43][CH2:42][CH2:41][O:40][CH2:39]2)=[C:15]([NH2:24])[N:14]=1)[CH2:9][CH2:10][CH3:11]. (8) Given the reactants [CH2:1]([C:3]1[CH:8]=[CH:7][C:6](I)=[CH:5][C:4]=1[CH:10]1[C:15](=[O:16])[CH2:14][CH2:13][CH2:12][C:11]1=[O:17])[CH3:2].[Cl:18][C:19]1[CH:24]=[CH:23][C:22]([OH:25])=[C:21]([F:26])[CH:20]=1.C(=O)([O-])[O-].[Cs+].[Cs+], predict the reaction product. The product is: [Cl:18][C:19]1[CH:24]=[CH:23][C:22]([O:25][C:6]2[CH:7]=[CH:8][C:3]([CH2:1][CH3:2])=[C:4]([CH:10]3[C:15](=[O:16])[CH2:14][CH2:13][CH2:12][C:11]3=[O:17])[CH:5]=2)=[C:21]([F:26])[CH:20]=1.